Dataset: Full USPTO retrosynthesis dataset with 1.9M reactions from patents (1976-2016). Task: Predict the reactants needed to synthesize the given product. (1) Given the product [C:1]([C:4]1[CH:5]=[CH:6][C:7]([C:10]2[CH:15]=[CH:14][C:13]([O:16][CH3:17])=[C:12]([CH2:18][N:19]([C:41]([C:40]3[S:39][C:38]4[CH:44]=[CH:45][CH:46]=[C:47]([F:48])[C:37]=4[C:36]=3[Cl:35])=[O:42])[CH:20]3[CH2:25][CH2:24][CH:23]([N:26]([CH3:34])[C:27](=[O:33])[O:28][C:29]([CH3:31])([CH3:30])[CH3:32])[CH2:22][CH2:21]3)[CH:11]=2)=[CH:8][CH:9]=1)(=[O:3])[NH2:2], predict the reactants needed to synthesize it. The reactants are: [C:1]([C:4]1[CH:9]=[CH:8][C:7]([C:10]2[CH:15]=[CH:14][C:13]([O:16][CH3:17])=[C:12]([CH2:18][NH:19][CH:20]3[CH2:25][CH2:24][CH:23]([N:26]([CH3:34])[C:27](=[O:33])[O:28][C:29]([CH3:32])([CH3:31])[CH3:30])[CH2:22][CH2:21]3)[CH:11]=2)=[CH:6][CH:5]=1)(=[O:3])[NH2:2].[Cl:35][C:36]1[C:37]2[C:47]([F:48])=[CH:46][CH:45]=[CH:44][C:38]=2[S:39][C:40]=1[C:41](Cl)=[O:42]. (2) Given the product [CH3:9][C:10]1[CH:15]=[CH:14][C:13]([N+:16]([O-:18])=[O:17])=[CH:12][C:11]=1[N:19]=[C:20]1[NH:8][C@@H:3]([CH2:4][CH:5]([CH3:7])[CH3:6])[CH2:2][S:21]1, predict the reactants needed to synthesize it. The reactants are: O[CH2:2][C@@H:3]([NH2:8])[CH2:4][CH:5]([CH3:7])[CH3:6].[CH3:9][C:10]1[CH:15]=[CH:14][C:13]([N+:16]([O-:18])=[O:17])=[CH:12][C:11]=1[N:19]=[C:20]=[S:21]. (3) Given the product [CH:1]1([C:6]2[N:11]=[CH:10][C:9]([C:12]3[CH:13]=[N:14][CH:15]=[C:16]([CH3:18])[CH:17]=3)=[CH:8][C:7]=2[C:19]([NH:34][CH2:33][C:28]2[CH:27]=[CH:26][C:25]([O:24][CH3:23])=[C:30]([O:31][CH3:32])[N:29]=2)=[O:21])[CH2:2][CH2:3][CH2:4][CH2:5]1, predict the reactants needed to synthesize it. The reactants are: [CH:1]1([C:6]2[N:11]=[CH:10][C:9]([C:12]3[CH:13]=[N:14][CH:15]=[C:16]([CH3:18])[CH:17]=3)=[CH:8][C:7]=2[C:19]([O-:21])=O)[CH2:5][CH2:4][CH2:3][CH2:2]1.[Na+].[CH3:23][O:24][C:25]1[CH:26]=[CH:27][C:28]([CH2:33][NH2:34])=[N:29][C:30]=1[O:31][CH3:32].CCCP(O)(O)=O.C(N(C(C)C)CC)(C)C. (4) Given the product [O:8]1[C:7]2[CH:6]=[CH:5][CH:4]=[C:3]([CH2:2][C:22]([OH:24])=[O:20])[C:12]=2[O:11][CH2:10][CH2:9]1, predict the reactants needed to synthesize it. The reactants are: O[CH2:2][C:3]1[C:12]2[O:11][CH2:10][CH2:9][O:8][C:7]=2[CH:6]=[CH:5][CH:4]=1.S(Cl)(Cl)=O.[C-]#N.[Na+].[OH-:20].[Na+].[CH2:22]([OH:24])C. (5) Given the product [OH:1][C:2]1[C:11]([CH3:12])=[CH:10][C:9]([I:13])=[CH:8][C:3]=1[C:4]([O:6][CH3:7])=[O:5], predict the reactants needed to synthesize it. The reactants are: [OH:1][C:2]1[C:11]([CH3:12])=[CH:10][CH:9]=[CH:8][C:3]=1[C:4]([O:6][CH3:7])=[O:5].[I:13]I. (6) Given the product [CH3:20][C:21]1[C:29]2[C:24](=[CH:25][CH:26]=[C:27]([NH:30][C:2]3[C:11]4[C:6](=[CH:7][CH:8]=[CH:9][C:10]=4[O:12][CH:13]4[CH2:18][CH2:17][N:16]([CH3:19])[CH2:15][CH2:14]4)[N:5]=[CH:4][N:3]=3)[CH:28]=2)[NH:23][CH:22]=1, predict the reactants needed to synthesize it. The reactants are: Cl[C:2]1[C:11]2[C:6](=[CH:7][CH:8]=[CH:9][C:10]=2[O:12][CH:13]2[CH2:18][CH2:17][N:16]([CH3:19])[CH2:15][CH2:14]2)[N:5]=[CH:4][N:3]=1.[CH3:20][C:21]1[C:29]2[C:24](=[CH:25][CH:26]=[C:27]([NH2:30])[CH:28]=2)[NH:23][CH:22]=1. (7) Given the product [C:24]([O:27][CH2:28][C:3]#[C:2][CH2:1][O:4][C:5]1[CH:10]=[CH:9][CH:8]=[CH:7][CH:6]=1)(=[O:26])[CH3:25], predict the reactants needed to synthesize it. The reactants are: [CH2:1]([O:4][C:5]1[CH:10]=[CH:9][CH:8]=[CH:7][CH:6]=1)[C:2]#[CH:3].C([Li])CCC.C=O.N1C=CC=CC=1.[C:24]([O:27][C:28](=O)C)(=[O:26])[CH3:25].